This data is from Reaction yield outcomes from USPTO patents with 853,638 reactions. The task is: Predict the reaction yield, written as a fraction of the theoretical maximum amount of product (1.0 means a 100% yield; for example, 0.34 means a 34% yield). (1) The reactants are Cl.C[O:3][C:4](=[O:38])[C:5]1[CH:10]=[CH:9][C:8]([O:11][C:12]2[CH:17]=[CH:16][C:15]([CH2:18][C@H:19]([NH2:37])[C:20]3[N:21]([CH2:33][CH2:34][CH2:35][CH3:36])[CH:22]=[C:23]([C:25]4[CH:30]=[CH:29][C:28]([Cl:31])=[CH:27][C:26]=4[Cl:32])[N:24]=3)=[CH:14][CH:13]=2)=[CH:7][CH:6]=1.[F:39][C:40]1[CH:41]=[C:42]([CH2:46][C:47]([OH:49])=O)[CH:43]=[CH:44][CH:45]=1. No catalyst specified. The product is [CH2:33]([N:21]1[CH:22]=[C:23]([C:25]2[CH:30]=[CH:29][C:28]([Cl:31])=[CH:27][C:26]=2[Cl:32])[N:24]=[C:20]1[C@@H:19]([NH:37][C:47](=[O:49])[CH2:46][C:42]1[CH:43]=[CH:44][CH:45]=[C:40]([F:39])[CH:41]=1)[CH2:18][C:15]1[CH:16]=[CH:17][C:12]([O:11][C:8]2[CH:9]=[CH:10][C:5]([C:4]([OH:38])=[O:3])=[CH:6][CH:7]=2)=[CH:13][CH:14]=1)[CH2:34][CH2:35][CH3:36]. The yield is 0.720. (2) The reactants are [CH:1]1([C:4]([N:6]2[C:15]3[C:10](=[C:11]([O:16]C)[CH:12]=[CH:13][CH:14]=3)[CH2:9][CH2:8][C@@H:7]2[CH3:18])=[O:5])[CH2:3][CH2:2]1.[B]. The catalyst is ClCCl. The product is [CH:1]1([C:4]([N:6]2[C:15]3[CH:14]=[CH:13][CH:12]=[C:11]([OH:16])[C:10]=3[CH2:9][CH2:8][C@@H:7]2[CH3:18])=[O:5])[CH2:2][CH2:3]1. The yield is 0.660.